From a dataset of Merck oncology drug combination screen with 23,052 pairs across 39 cell lines. Regression. Given two drug SMILES strings and cell line genomic features, predict the synergy score measuring deviation from expected non-interaction effect. (1) Drug 1: O=S1(=O)NC2(CN1CC(F)(F)F)C1CCC2Cc2cc(C=CCN3CCC(C(F)(F)F)CC3)ccc2C1. Drug 2: CCC1=CC2CN(C1)Cc1c([nH]c3ccccc13)C(C(=O)OC)(c1cc3c(cc1OC)N(C)C1C(O)(C(=O)OC)C(OC(C)=O)C4(CC)C=CCN5CCC31C54)C2. Cell line: OCUBM. Synergy scores: synergy=-18.3. (2) Drug 1: CN(Cc1cnc2nc(N)nc(N)c2n1)c1ccc(C(=O)NC(CCC(=O)O)C(=O)O)cc1. Drug 2: NC1(c2ccc(-c3nc4ccn5c(=O)[nH]nc5c4cc3-c3ccccc3)cc2)CCC1. Cell line: DLD1. Synergy scores: synergy=3.81. (3) Drug 1: Cn1nnc2c(C(N)=O)ncn2c1=O. Drug 2: Cn1cc(-c2cnn3c(N)c(Br)c(C4CCCNC4)nc23)cn1. Cell line: A2058. Synergy scores: synergy=135. (4) Drug 1: COc1cc(C2c3cc4c(cc3C(OC3OC5COC(C)OC5C(O)C3O)C3COC(=O)C23)OCO4)cc(OC)c1O. Drug 2: NC1(c2ccc(-c3nc4ccn5c(=O)[nH]nc5c4cc3-c3ccccc3)cc2)CCC1. Cell line: SKMES1. Synergy scores: synergy=44.5.